The task is: Predict the product of the given reaction.. This data is from Forward reaction prediction with 1.9M reactions from USPTO patents (1976-2016). (1) The product is: [F:1][C:2]1[CH:19]=[C:18]([F:20])[CH:17]=[CH:16][C:3]=1[CH2:4][N:5]1[C:10](=[O:11])[CH:9]=[CH:8][C:7]([CH2:12][OH:13])=[N:6]1. Given the reactants [F:1][C:2]1[CH:19]=[C:18]([F:20])[CH:17]=[CH:16][C:3]=1[CH2:4][N:5]1[C:10](=[O:11])[CH:9]=[CH:8][C:7]([C:12](OC)=[O:13])=[N:6]1.[BH4-].[Na+].CO, predict the reaction product. (2) Given the reactants [C:1]([C:3]1[CH:8]=[CH:7][CH:6]=[CH:5][N:4]=1)#[N:2].O.[NH2:10][NH2:11], predict the reaction product. The product is: [CH:7]1[CH:8]=[C:3](/[C:1](/[NH2:2])=[N:10]\[NH2:11])[N:4]=[CH:5][CH:6]=1. (3) Given the reactants [OH2:1].C[C@H]1[C@H](C)[C@@H]2[C@@](C(O)=O)(CC[C@@]3(C)[C@]4(C)CC[C@H:17]5[C:22](C)(C)[C@@H:21]([OH:25])[CH2:20][CH2:19][C@:18]5([CH3:26])[C@H]4CC=C32)CC1.CC([C@H]1[C@@H]2[C@@H]3[C@@](C)(CC[C@@]2(CO)CC1)[C@@]1(C)[C@@H]([C@]2(C)[C@@H](CC1)C(C)(C)[C@@H:50]([OH:63])CC2)CC3)=C, predict the reaction product. The product is: [O:1]=[CH:26][C:18]1[CH:19]=[CH:20][C:21]([OH:25])=[C:22]([O:63][CH3:50])[CH:17]=1. (4) Given the reactants [Br:1][C:2]1[CH:7]=[CH:6][CH:5]=[CH:4][C:3]=1[S:8]([C:11]1[CH:18]=[CH:17][C:14]([CH:15]=O)=[CH:13][CH:12]=1)(=[O:10])=[O:9].[F:19][C:20]1[CH:32]=[C:31]([F:33])[CH:30]=[CH:29][C:21]=1[CH2:22]P(=O)(OC)OC.C1OCCOCCOCCOCCOC1.[H-].[Na+].C(=O)([O-])[O-].[Na+].[Na+], predict the reaction product. The product is: [Br:1][C:2]1[CH:7]=[CH:6][CH:5]=[CH:4][C:3]=1[S:8]([C:11]1[CH:18]=[CH:17][C:14](/[CH:15]=[CH:22]/[C:21]2[CH:29]=[CH:30][C:31]([F:33])=[CH:32][C:20]=2[F:19])=[CH:13][CH:12]=1)(=[O:10])=[O:9]. (5) Given the reactants C(O[C:6]([N:8]1[CH2:12][C:11](=[N:13][O:14][CH3:15])[CH2:10][C@H:9]1[C:16]([OH:18])=O)=[O:7])(C)(C)C.[C:19]1([C:28]2[CH:33]=[CH:32][CH:31]=[CH:30][CH:29]=2)[CH:24]=[CH:23][C:22](C(Cl)=O)=[CH:21][CH:20]=1.[CH3:34][C:35]1[CH:39]=[C:38]([CH3:40])[N:37]([CH2:41][CH2:42][C:43](=[N:45]O)[NH2:44])[N:36]=1, predict the reaction product. The product is: [CH3:15][O:14][N:13]=[C:11]1[CH2:10][C@@H:9]([C:16]2[O:18][N:44]=[C:43]([CH2:42][CH2:41][N:37]3[C:38]([CH3:40])=[CH:39][C:35]([CH3:34])=[N:36]3)[N:45]=2)[N:8]([C:6]([C:31]2[CH:30]=[CH:29][C:28]([C:19]3[CH:20]=[CH:21][CH:22]=[CH:23][CH:24]=3)=[CH:33][CH:32]=2)=[O:7])[CH2:12]1. (6) Given the reactants CC(C)([S@@]([NH:6][C@@H:7]([C:20]1[CH:25]=[CH:24][C:23]([F:26])=[CH:22][CH:21]=1)[C:8]1[CH:13]=[CH:12][C:11]([P:14]([CH3:19])(=[O:18])[O:15][CH2:16][CH3:17])=[CH:10][CH:9]=1)=O)C.[ClH:28].O1CCOCC1, predict the reaction product. The product is: [ClH:28].[NH2:6][C@@H:7]([C:20]1[CH:21]=[CH:22][C:23]([F:26])=[CH:24][CH:25]=1)[C:8]1[CH:13]=[CH:12][C:11]([P:14]([CH3:19])(=[O:18])[O:15][CH2:16][CH3:17])=[CH:10][CH:9]=1. (7) Given the reactants [O:1]1[CH2:6][CH2:5][N:4]([C:7]2[CH:12]=[C:11]([C:13]3[CH:18]=[CH:17][CH:16]=[CH:15][C:14]=3[C:19]([F:22])([F:21])[F:20])[N:10]=[N:9][C:8]=2[NH2:23])[CH2:3][CH2:2]1.[CH2:24]([O:26][C:27](=[O:33])[CH:28](Cl)[C:29]([CH3:31])=O)[CH3:25], predict the reaction product. The product is: [CH3:31][C:29]1[N:23]=[C:8]2[C:7]([N:4]3[CH2:5][CH2:6][O:1][CH2:2][CH2:3]3)=[CH:12][C:11]([C:13]3[CH:18]=[CH:17][CH:16]=[CH:15][C:14]=3[C:19]([F:20])([F:21])[F:22])=[N:10][N:9]2[C:28]=1[C:27]([O:26][CH2:24][CH3:25])=[O:33].